Dataset: Reaction yield outcomes from USPTO patents with 853,638 reactions. Task: Predict the reaction yield, written as a fraction of the theoretical maximum amount of product (1.0 means a 100% yield; for example, 0.34 means a 34% yield). The reactants are C(OC(=O)[NH:10][C:11]1[CH:16]=[N:15][C:14]([N:17]([CH2:19][CH2:20][O:21][CH3:22])[CH3:18])=[CH:13][N:12]=1)C1C=CC=CC=1. The catalyst is CO.C1COCC1.[Pd]. The product is [CH3:22][O:21][CH2:20][CH2:19][N:17]([CH3:18])[C:14]1[CH:13]=[N:12][C:11]([NH2:10])=[CH:16][N:15]=1. The yield is 1.00.